Dataset: Full USPTO retrosynthesis dataset with 1.9M reactions from patents (1976-2016). Task: Predict the reactants needed to synthesize the given product. (1) Given the product [CH3:9][C:11]([O:7][C:6]([N:5]([CH:9]([C:11]1[CH:12]=[CH:13][C:14]([C:35]2[CH:34]=[CH:33][CH:38]=[CH:37][CH:36]=2)=[CH:15][CH:16]=1)[CH3:10])[C:26]([O:28][C:29]([CH3:30])([CH3:31])[CH3:32])=[O:27])=[O:8])([CH3:16])[CH3:12], predict the reactants needed to synthesize it. The reactants are: CC([N:5]([CH:9]([C:11]1[CH:16]=[CH:15][C:14](Br)=[CH:13][CH:12]=1)[CH3:10])[C:6](=[O:8])[O-:7])(C)C.[C:26](O[C:26]([O:28][C:29]([CH3:32])([CH3:31])[CH3:30])=[O:27])([O:28][C:29]([CH3:32])([CH3:31])[CH3:30])=[O:27].[CH3:33][CH2:34][CH2:35][CH2:36][CH2:37][CH3:38]. (2) Given the product [CH2:1]([O:3][C:4]([N:6]1[C:15]2[C:10](=[CH:11][C:12]([C:16]([F:17])([F:18])[F:19])=[CH:13][CH:14]=2)[C@H:9]([CH2:20][C:26]2[CH:27]=[C:28]([C:36]([F:37])([F:38])[F:39])[CH:29]=[C:30]([C:32]([F:34])([F:33])[F:35])[CH:31]=2)[CH2:8][C@H:7]1[CH2:40][CH3:41])=[O:5])[CH3:2], predict the reactants needed to synthesize it. The reactants are: [CH2:1]([O:3][C:4]([N:6]1[C:15]2[C:10](=[CH:11][C:12]([C:16]([F:19])([F:18])[F:17])=[CH:13][CH:14]=2)[CH:9]([CH:20]([C:26]2[CH:31]=[C:30]([C:32]([F:35])([F:34])[F:33])[CH:29]=[C:28]([C:36]([F:39])([F:38])[F:37])[CH:27]=2)OS(C)(=O)=O)[CH2:8][CH:7]1[CH2:40][CH3:41])=[O:5])[CH3:2].[BH4-].[Na+]. (3) Given the product [NH2:11][C:12]1[C:17]([OH:18])=[C:16]([F:20])[C:15]([C:21]2[CH:26]=[CH:25][CH:24]=[CH:23][CH:22]=2)=[C:14]([CH3:27])[C:13]=1[C:28]#[N:29], predict the reactants needed to synthesize it. The reactants are: [F-].[F-].[F-].B.C(Cl)Cl.C(Cl)Cl.[NH2:11][C:12]1[C:17]([O:18]C)=[C:16]([F:20])[C:15]([C:21]2[CH:26]=[CH:25][CH:24]=[CH:23][CH:22]=2)=[C:14]([CH3:27])[C:13]=1[C:28]#[N:29].